Predict the reactants needed to synthesize the given product. From a dataset of Full USPTO retrosynthesis dataset with 1.9M reactions from patents (1976-2016). (1) Given the product [F:1][C:2]1[CH:7]=[CH:6][C:5]([C:8]([F:11])([F:10])[F:9])=[C:4]2[C:3]=1[NH:12][CH:16]=[CH:15]2, predict the reactants needed to synthesize it. The reactants are: [F:1][C:2]1[CH:7]=[CH:6][C:5]([C:8]([F:11])([F:10])[F:9])=[CH:4][C:3]=1[N+:12]([O-])=O.[CH:15]([Mg]Br)=[CH2:16].[NH4+].[Cl-]. (2) Given the product [Cl:27][C:25]1[CH:26]=[C:18]([CH3:17])[CH:19]=[C:20]2[C:24]=1[NH:23][C:22](=[O:28])[C:21]2=[CH:7][C:6]1[CH:5]=[C:4]([CH:1]([CH3:3])[CH3:2])[C:11]([O:12][CH3:13])=[C:10]([CH:14]([CH3:16])[CH3:15])[CH:9]=1, predict the reactants needed to synthesize it. The reactants are: [CH:1]([C:4]1[CH:5]=[C:6]([CH:9]=[C:10]([CH:14]([CH3:16])[CH3:15])[C:11]=1[O:12][CH3:13])[CH:7]=O)([CH3:3])[CH3:2].[CH3:17][C:18]1[CH:19]=[C:20]2[C:24](=[C:25]([Cl:27])[CH:26]=1)[NH:23][C:22](=[O:28])[CH2:21]2. (3) Given the product [O:25]=[C:16]1[N:15]([C:13]2[CH:12]=[N:11][C:10]3[C:26]4[NH:29][N:2]=[CH:4][C:5]=4[CH2:6][CH2:7][CH2:8][C:9]=3[CH:14]=2)[CH2:19][C@H:18]([CH2:20][NH:21][C:22](=[O:24])[CH3:23])[O:17]1, predict the reactants needed to synthesize it. The reactants are: C[N:2]([CH:4]=[C:5]1[C:26](=O)[C:10]2=[N:11][CH:12]=[C:13]([N:15]3[CH2:19][C@H:18]([CH2:20][NH:21][C:22](=[O:24])[CH3:23])[O:17][C:16]3=[O:25])[CH:14]=[C:9]2[CH2:8][CH2:7][CH2:6]1)C.O.[NH2:29]N.O.C(OCC)(=O)C.